From a dataset of Forward reaction prediction with 1.9M reactions from USPTO patents (1976-2016). Predict the product of the given reaction. (1) Given the reactants [C:1]1([S:7]([N:10]2[C:18]3[C:13](=[CH:14][CH:15]=[C:16]([F:19])[CH:17]=3)[C:12]([C:20]3[CH:21]=[CH:22][C:23]4[N:27]=[C:26]([CH2:28][CH2:29][NH2:30])[NH:25][C:24]=4[CH:31]=3)=[CH:11]2)(=[O:9])=[O:8])[CH:6]=[CH:5][CH:4]=[CH:3][CH:2]=1.[C:32](Cl)([CH3:34])=[O:33], predict the reaction product. The product is: [F:19][C:16]1[CH:17]=[C:18]2[C:13]([C:12]([C:20]3[CH:21]=[CH:22][C:23]4[N:27]=[C:26]([CH2:28][CH2:29][NH:30][C:32](=[O:33])[CH3:34])[NH:25][C:24]=4[CH:31]=3)=[CH:11][N:10]2[S:7]([C:1]2[CH:2]=[CH:3][CH:4]=[CH:5][CH:6]=2)(=[O:9])=[O:8])=[CH:14][CH:15]=1. (2) The product is: [F:15][C:16]1[CH:17]=[CH:18][CH:19]=[C:20]([C:38]#[N:39])[C:21]=1[C:22]1[CH:27]=[C:26]([C:2]2[N:6]3[CH:7]=[CH:8][C:9]([C:11]([F:14])([F:13])[F:12])=[N:10][C:5]3=[N:4][CH:3]=2)[CH:25]=[CH:24][C:23]=1[F:37]. Given the reactants Br[C:2]1[N:6]2[CH:7]=[CH:8][C:9]([C:11]([F:14])([F:13])[F:12])=[N:10][C:5]2=[N:4][CH:3]=1.[F:15][C:16]1[CH:17]=[CH:18][CH:19]=[C:20]([C:38]#[N:39])[C:21]=1[C:22]1[CH:27]=[C:26](B2OC(C)(C)C(C)(C)O2)[CH:25]=[CH:24][C:23]=1[F:37], predict the reaction product. (3) Given the reactants [NH2:1][CH2:2][CH:3]1[O:7][C:6](=[O:8])[N:5]([C:9]2[CH:14]=[CH:13][C:12]([CH:15]3[CH2:20][CH2:19][CH:18]([OH:21])[CH2:17][CH2:16]3)=[C:11]([F:22])[CH:10]=2)[CH2:4]1.C1(C(C2C=CC=CC=2)CCO[C:33](=[S:37])[CH:34]([F:36])[F:35])C=CC=CC=1.C(N(CC)CC)C, predict the reaction product. The product is: [F:35][CH:34]([F:36])[C:33]([NH:1][CH2:2][CH:3]1[O:7][C:6](=[O:8])[N:5]([C:9]2[CH:14]=[CH:13][C:12]([CH:15]3[CH2:20][CH2:19][CH:18]([OH:21])[CH2:17][CH2:16]3)=[C:11]([F:22])[CH:10]=2)[CH2:4]1)=[S:37]. (4) Given the reactants [CH2:1]([NH:4][C:5]([NH2:7])=[O:6])[CH:2]=[CH2:3].[C:8](OCC)(=[O:13])[CH2:9][C:10]([CH3:12])=O.[OH-].[K+], predict the reaction product. The product is: [CH2:1]([N:4]1[C:8](=[O:13])[CH:9]=[C:10]([CH3:12])[NH:7][C:5]1=[O:6])[CH:2]=[CH2:3]. (5) Given the reactants [CH2:1]([N:8]=[C:9]=[O:10])[C:2]1[CH:7]=[CH:6][CH:5]=[CH:4][CH:3]=1.[NH2:11][C:12]1[CH:17]=[CH:16][C:15]([C:18]2[C:26]3[C:25]([NH2:27])=[N:24][CH:23]=[N:22][C:21]=3[N:20]([CH:28]3[CH2:32][CH2:31][CH2:30][CH2:29]3)[CH:19]=2)=[CH:14][C:13]=1[O:33][CH3:34].C(N(CC)C(C)C)(C)C, predict the reaction product. The product is: [NH2:27][C:25]1[C:26]2[C:18]([C:15]3[CH:16]=[CH:17][C:12]([NH:11][C:9]([NH:8][CH2:1][C:2]4[CH:7]=[CH:6][CH:5]=[CH:4][CH:3]=4)=[O:10])=[C:13]([O:33][CH3:34])[CH:14]=3)=[CH:19][N:20]([CH:28]3[CH2:29][CH2:30][CH2:31][CH2:32]3)[C:21]=2[N:22]=[CH:23][N:24]=1. (6) The product is: [CH2:18]([N:15]1[C:16]2[CH:17]=[C:9]3[N:8]=[C:7]([C:3]4[C:2]([NH:1][C:24](=[O:29])[CH2:25][CH:26]([CH3:28])[CH3:27])=[CH:6][NH:5][N:4]=4)[NH:23][C:10]3=[CH:11][C:12]=2[C:13]([CH3:22])([CH3:21])[C:14]1=[O:20])[CH3:19]. Given the reactants [NH2:1][C:2]1[C:3]([C:7]2[NH:23][C:10]3=[CH:11][C:12]4[C:13]([CH3:22])([CH3:21])[C:14](=[O:20])[N:15]([CH2:18][CH3:19])[C:16]=4[CH:17]=[C:9]3[N:8]=2)=[N:4][NH:5][CH:6]=1.[C:24](Cl)(=[O:29])[CH2:25][CH:26]([CH3:28])[CH3:27], predict the reaction product. (7) Given the reactants C(O)C.[NH2:4][C:5]1[CH:10]=[CH:9][C:8]([CH:11]2[CH2:16][CH2:15][C:14](=[O:17])[CH2:13][CH2:12]2)=[CH:7][CH:6]=1.[C:18]1(=O)[O:23][C:21](=[O:22])[C:20]2=[CH:24][CH:25]=[CH:26][CH:27]=[C:19]12, predict the reaction product. The product is: [C:18]1(=[O:23])[N:4]([C:5]2[CH:6]=[CH:7][C:8]([CH:11]3[CH2:12][CH2:13][C:14](=[O:17])[CH2:15][CH2:16]3)=[CH:9][CH:10]=2)[C:21](=[O:22])[C:20]2=[CH:24][CH:25]=[CH:26][CH:27]=[C:19]12. (8) Given the reactants [CH3:1][O:2][C:3]1[CH:8]=[CH:7][C:6]([C:9]2[C:14]([CH3:15])=[C:13]([C:16]([F:19])([F:18])[F:17])[N:12]3[N:20]=[CH:21][C:22]([C:23](O)=[O:24])=[C:11]3[N:10]=2)=[CH:5][CH:4]=1.CN(C(ON1N=NC2C=CC=NC1=2)=[N+](C)C)C.F[P-](F)(F)(F)(F)F.CCN(C(C)C)C(C)C.[CH3:59][C@H:60]1[NH:65][CH2:64][CH2:63][N:62]([C@H:66]([C:69]2[CH:74]=[CH:73][CH:72]=[CH:71][CH:70]=2)[CH2:67][OH:68])[CH2:61]1, predict the reaction product. The product is: [OH:68][CH2:67][C@H:66]([N:62]1[CH2:63][CH2:64][N:65]([C:23]([C:22]2[CH:21]=[N:20][N:12]3[C:13]([C:16]([F:17])([F:18])[F:19])=[C:14]([CH3:15])[C:9]([C:6]4[CH:7]=[CH:8][C:3]([O:2][CH3:1])=[CH:4][CH:5]=4)=[N:10][C:11]=23)=[O:24])[C@H:60]([CH3:59])[CH2:61]1)[C:69]1[CH:70]=[CH:71][CH:72]=[CH:73][CH:74]=1. (9) The product is: [CH3:9][S:10]([C:13]1[CH:14]=[CH:15][C:16]([CH2:17][O:18][C:19]2[CH:20]=[N:21][C:22]([N:25]3[CH2:30][CH2:29][N:28]([C:33]([O:42][CH:43]4[CH2:46][O:45][CH2:44]4)=[O:34])[CH2:27][CH2:26]3)=[N:23][CH:24]=2)=[CH:31][CH:32]=1)(=[O:12])=[O:11]. Given the reactants C(N(CC)CC)C.Cl.[CH3:9][S:10]([C:13]1[CH:32]=[CH:31][C:16]([CH2:17][O:18][C:19]2[CH:20]=[N:21][C:22]([N:25]3[CH2:30][CH2:29][NH:28][CH2:27][CH2:26]3)=[N:23][CH:24]=2)=[CH:15][CH:14]=1)(=[O:12])=[O:11].[C:33](=O)([O:42][CH:43]1[CH2:46][O:45][CH2:44]1)[O:34]N1C(=O)CCC1=O, predict the reaction product. (10) Given the reactants [N+:1]([C:4]1[CH:12]=[CH:11][C:7]([C:8](O)=O)=[CH:6][CH:5]=1)([O-:3])=[O:2].[CH2:13]([SH:20])[C:14]1[CH:19]=[CH:18][CH:17]=[CH:16][CH:15]=1.P12(SP3(SP(SP(S3)(S1)=S)(=S)S2)=S)=[S:22], predict the reaction product. The product is: [CH2:13]([S:20][C:8](=[S:22])[C:7]1[CH:11]=[CH:12][C:4]([N+:1]([O-:3])=[O:2])=[CH:5][CH:6]=1)[C:14]1[CH:19]=[CH:18][CH:17]=[CH:16][CH:15]=1.